This data is from Reaction yield outcomes from USPTO patents with 853,638 reactions. The task is: Predict the reaction yield, written as a fraction of the theoretical maximum amount of product (1.0 means a 100% yield; for example, 0.34 means a 34% yield). (1) The product is [Cl:5][C:14]1[CH:13]=[CH:12][N:11]=[C:10]2[NH:6][CH:7]=[CH:8][C:9]=12. The reactants are CS([Cl:5])(=O)=O.[NH:6]1[C:10]2=[N+:11]([O-])[CH:12]=[CH:13][CH:14]=[C:9]2[CH:8]=[CH:7]1. The yield is 0.810. The catalyst is CN(C=O)C. (2) The reactants are [CH2:1]([N:8]([CH2:10][C:11]1[C:12]([C:43]([O:45][CH2:46][CH3:47])=[O:44])=[C:13]([N:28]([CH2:34][C:35]2[C:40]([F:41])=[CH:39][CH:38]=[CH:37][C:36]=2[F:42])[C:29]([O:31][CH2:32][CH3:33])=[O:30])[S:14][C:15]=1[C:16]1[CH:21]=[CH:20][C:19]([NH:22][C:23]([NH:25][O:26][CH3:27])=[O:24])=[CH:18][CH:17]=1)C)C1C=CC=CC=1.Cl. The catalyst is C(O)C.[C].[Pd]. The product is [F:42][C:36]1[CH:37]=[CH:38][CH:39]=[C:40]([F:41])[C:35]=1[CH2:34][N:28]([C:29]([O:31][CH2:32][CH3:33])=[O:30])[C:13]1[S:14][C:15]([C:16]2[CH:17]=[CH:18][C:19]([NH:22][C:23]([NH:25][O:26][CH3:27])=[O:24])=[CH:20][CH:21]=2)=[C:11]([CH2:10][NH:8][CH3:1])[C:12]=1[C:43]([O:45][CH2:46][CH3:47])=[O:44]. The yield is 0.770. (3) The reactants are N1C=CC=CC=1.[C:7](Cl)(Cl)=[O:8].[N:11]1[CH:16]=[CH:15][C:14]([S:17][C:18]2[CH:24]=[CH:23][C:21]([NH2:22])=[CH:20][CH:19]=2)=[CH:13][CH:12]=1.[CH3:25][O:26][C:27]1[CH:33]=[CH:32][C:31]([C:34]([F:37])([F:36])[F:35])=[CH:30][C:28]=1[NH2:29].[OH-].[Na+]. The catalyst is C(Cl)Cl.C1(C)C=CC=CC=1. The product is [CH3:25][O:26][C:27]1[CH:33]=[CH:32][C:31]([C:34]([F:35])([F:37])[F:36])=[CH:30][C:28]=1[NH:29][C:7]([NH:22][C:21]1[CH:23]=[CH:24][C:18]([S:17][C:14]2[CH:13]=[CH:12][N:11]=[CH:16][CH:15]=2)=[CH:19][CH:20]=1)=[O:8]. The yield is 0.710.